Dataset: CYP2D6 inhibition data for predicting drug metabolism from PubChem BioAssay. Task: Regression/Classification. Given a drug SMILES string, predict its absorption, distribution, metabolism, or excretion properties. Task type varies by dataset: regression for continuous measurements (e.g., permeability, clearance, half-life) or binary classification for categorical outcomes (e.g., BBB penetration, CYP inhibition). Dataset: cyp2d6_veith. (1) The compound is C=C[C@@H]1CN2CC[C@H]1C[C@H]2[C@H](O)c1ccnc2ccccc12. The result is 1 (inhibitor). (2) The result is 0 (non-inhibitor). The molecule is COC(=O)[C@@]1(Cc2ccc(F)cc2)[C@H]2c3cc(C(=O)N4CCCC4)n(Cc4ccccn4)c3C[C@H]2CN1C(=O)c1ccccc1. (3) The drug is COCCNc1nc(-c2ccccc2C)nc2ccccc12. The result is 0 (non-inhibitor).